Dataset: Catalyst prediction with 721,799 reactions and 888 catalyst types from USPTO. Task: Predict which catalyst facilitates the given reaction. (1) Reactant: CS(O[CH:6]1[CH2:11][CH2:10][N:9]([C:12]([O:14][CH2:15][C:16]2[CH:21]=[CH:20][C:19]([N+:22]([O-:24])=[O:23])=[CH:18][CH:17]=2)=[O:13])[CH2:8][CH2:7]1)(=O)=O.[N-:25]=[N+:26]=[N-:27].[Na+]. Product: [N:25]([CH:6]1[CH2:11][CH2:10][N:9]([C:12]([O:14][CH2:15][C:16]2[CH:21]=[CH:20][C:19]([N+:22]([O-:24])=[O:23])=[CH:18][CH:17]=2)=[O:13])[CH2:8][CH2:7]1)=[N+:26]=[N-:27]. The catalyst class is: 9. (2) Reactant: [S:1]([C:21]1[CH:26]=C(C2C(Cl)=CC(C(F)(F)F)=CC=2Cl)C=C[C:22]=1C)[C:2]1[CH:7]=[C:6]([C:8]2[C:13]([Cl:14])=[CH:12][C:11]([C:15]([F:18])([F:17])[F:16])=[CH:10][C:9]=2[Cl:19])[CH:5]=[CH:4][C:3]=1[CH3:20].C(S([O-])=O)O.[Na+].C(I)(C)C.O. Product: [Cl:19][C:9]1[CH:10]=[C:11]([C:15]([F:17])([F:18])[F:16])[CH:12]=[C:13]([Cl:14])[C:8]=1[C:6]1[CH:5]=[CH:4][C:3]([CH3:20])=[C:2]([S:1][CH:21]([CH3:22])[CH3:26])[CH:7]=1. The catalyst class is: 9. (3) Reactant: Br[CH2:2][C:3]1[CH:8]=[CH:7][CH:6]=[C:5]([CH3:9])[N:4]=1.C[Si]([C:14]#[N:15])(C)C.CCCC[N+](CCCC)(CCCC)CCCC.[F-].[NH4+].[OH-]. Product: [CH3:9][C:5]1[N:4]=[C:3]([CH2:2][C:14]#[N:15])[CH:8]=[CH:7][CH:6]=1. The catalyst class is: 10. (4) Reactant: [S:1]1[CH:5]=[CH:4][C:3]([CH2:6][C:7](=[O:12])[CH2:8][CH2:9][CH2:10][CH3:11])=[CH:2]1.N1CCCC[CH2:14]1.C=O. Product: [S:1]1[CH:5]=[CH:4][C:3]([C:6]([C:7](=[O:12])[CH2:8][CH2:9][CH2:10][CH3:11])=[CH2:14])=[CH:2]1. The catalyst class is: 15. (5) Reactant: [CH3:1][O:2][C:3]1[CH:4]=[CH:5][C:6]2[NH:12][C:11](=[O:13])[N:10]([CH:14]3[CH2:19][CH2:18][NH:17][CH2:16][CH2:15]3)[CH2:9][CH2:8][C:7]=2[CH:20]=1.[Cl:21][C:22]1[C:27]2[NH:28][C:29]([CH3:31])=[N:30][C:26]=2[CH:25]=[C:24]([O:32][C:33]2[CH:38]=[C:37](Cl)[N:36]=[CH:35][N:34]=2)[CH:23]=1.CCN(C(C)C)C(C)C.O. Product: [Cl:21][C:22]1[C:27]2[NH:28][C:29]([CH3:31])=[N:30][C:26]=2[CH:25]=[C:24]([O:32][C:33]2[N:34]=[CH:35][N:36]=[C:37]([N:17]3[CH2:18][CH2:19][CH:14]([N:10]4[CH2:9][CH2:8][C:7]5[CH:20]=[C:3]([O:2][CH3:1])[CH:4]=[CH:5][C:6]=5[NH:12][C:11]4=[O:13])[CH2:15][CH2:16]3)[CH:38]=2)[CH:23]=1. The catalyst class is: 3.